From a dataset of Full USPTO retrosynthesis dataset with 1.9M reactions from patents (1976-2016). Predict the reactants needed to synthesize the given product. The reactants are: [NH2:1][C:2]1[CH:3]=[C:4]([CH:9]=[CH:10][C:11]=1[CH3:12])[C:5](OC)=[O:6].O.[NH2:14][NH2:15]. Given the product [NH2:1][C:2]1[CH:3]=[C:4]([CH:9]=[CH:10][C:11]=1[CH3:12])[C:5]([NH:14][NH2:15])=[O:6], predict the reactants needed to synthesize it.